This data is from Drug-target binding data from BindingDB using IC50 measurements. The task is: Regression. Given a target protein amino acid sequence and a drug SMILES string, predict the binding affinity score between them. We predict pIC50 (pIC50 = -log10(IC50 in M); higher means more potent). Dataset: bindingdb_ic50. (1) The target protein (O14983) has sequence MEAAHAKTTEECLAYFGVSETTGLTPDQVKRNLEKYGLNELPAEEGKTLWELVIEQFEDLLVRILLLAACISFVLAWFEEGEETITAFVEPFVILLILIANAIVGVWQERNAENAIEALKEYEPEMGKVYRADRKSVQRIKARDIVPGDIVEVAVGDKVPADIRILAIKSTTLRVDQSILTGESVSVIKHTEPVPDPRAVNQDKKNMLFSGTNIAAGKALGIVATTGVGTEIGKIRDQMAATEQDKTPLQQKLDEFGEQLSKVISLICVAVWLINIGHFNDPVHGGSWFRGAIYYFKIAVALAVAAIPEGLPAVITTCLALGTRRMAKKNAIVRSLPSVETLGCTSVICSDKTGTLTTNQMSVCKMFIIDKVDGDICLLNEFSITGSTYAPEGEVLKNDKPVRPGQYDGLVELATICALCNDSSLDFNEAKGVYEKVGEATETALTTLVEKMNVFNTDVRSLSKVERANACNSVIRQLMKKEFTLEFSRDRKSMSVYCSP.... The compound is CCCCCCCC(=O)O[C@@H]1C(=O)C(C)=C2[C@@H]3OC(=O)[C@@](C)(O)[C@@]3(O)[C@@H](OC(=O)CCCCCCCCCCC(=O)O)C[C@](C)(OC(C)=O)[C@H]21. The pIC50 is 8.7. (2) The pIC50 is 3.8. The target protein (P54300) has sequence MKKALLFSLISMVGFSPASQATQVLNGYWGYQEFLDEFPEQRNLTNALSEAVRAQPVPLSKPTQRPIKISVVYPGQQVSDYWVRNIASFEKRLYKLNINYQLNQVFTRPNADIKQQSLSLMEALKSKSDYLIFTLDTTRHRKFVEHVLDSTNTKLILQNITTPVREWDKHQPFLYVGFDHAEGSRELATEFGKFFPKHTYYSVLYFSEGYISDVRGDTFIHQVNRDNNFELQSAYYTKATKQSGYDAAKASLAKHPDVDFIYACSTDVALGAVDALAELGREDIMINGWGGGSAELDAIQKGDLDITVMRMNDDTGIAMAEAIKWDLEDKPVPTVYSGDFEIVTKADSPERIEALKKRAFRYSDN. The compound is CC(O)C(=O)C(=O)[C@H](C)O. (3) The drug is CN(C)CC(O)Cn1c2ccccc2c2c3c(c4c5ccccc5n(C)c4c21)C(=O)NC3. The target protein (P16277) has sequence MGLLSSKRQVSEKGKGWSPVKIRTQDKAPPPLPPLVVFNHLAPPSPNQDPDEEERFVVALFDYAAVNDRDLQVLKGEKLQVLRSTGDWWLARSLVTGREGYVPSNFVAPVETLEVEKWFFRTISRKDAERQLLAPMNKAGSFLIRESESNKGAFSLSVKDITTQGEVVKHYKIRSLDNGGYYISPRITFPTLQALVQHYSKKGDGLCQKLTLPCVNLAPKNLWAQDEWEIPRQSLKLVRKLGSGQFGEVWMGYYKNNMKVAIKTLKEGTMSPEAFLGEANVMKTLQHERLVRLYAVVTREPIYIVTEYMARGCLLDFLKTDEGSRLSLPRLIDMSAQVAEGMAYIERMNSIHRDLRAANILVSETLCCKIADFGLARIIDSEYTAQEGAKFPIKWTAPEAIHFGVFTIKADVWSFGVLLMEIVTYGRVPYPGMSNPEVIRSLEHGYRMPCPETCPPELYNDIITECWRGRPEERPTFEFLQSVLEDFYTATEGQYELQP. The pIC50 is 4.0.